Dataset: Forward reaction prediction with 1.9M reactions from USPTO patents (1976-2016). Task: Predict the product of the given reaction. (1) Given the reactants [Br:1][C:2]1[CH:7]=[CH:6][C:5](N)=[CH:4][C:3]=1[O:9][CH3:10].Cl.C(=O)=O.N([O-])=O.[Na+].F[B-](F)(F)F.[H+].[B:25]1([B:25]2[O:29][C:28]([CH3:31])([CH3:30])[C:27]([CH3:33])([CH3:32])[O:26]2)[O:29][C:28]([CH3:31])([CH3:30])[C:27]([CH3:33])([CH3:32])[O:26]1.C(C1C=CC=C(C(C)C)C=1N1C=CN(C2C(C(C)C)=CC=CC=2C(C)C)C1=[ClH])(C)C, predict the reaction product. The product is: [Br:1][C:2]1[CH:7]=[CH:6][C:5]([B:25]2[O:29][C:28]([CH3:31])([CH3:30])[C:27]([CH3:33])([CH3:32])[O:26]2)=[CH:4][C:3]=1[O:9][CH3:10]. (2) Given the reactants [N:1]1[N:5]2[CH:6]=[CH:7][CH:8]=[C:9]([NH:10]C(=O)OC(C)(C)C)[C:4]2=[CH:3][N:2]=1.[F:18][C:19]([F:24])([F:23])[C:20]([OH:22])=[O:21], predict the reaction product. The product is: [F:18][C:19]([F:24])([F:23])[C:20]([OH:22])=[O:21].[N:1]1[N:5]2[CH:6]=[CH:7][CH:8]=[C:9]([NH2:10])[C:4]2=[CH:3][N:2]=1. (3) Given the reactants [F:1][C:2]1[CH:7]=[CH:6][C:5]([OH:8])=[CH:4][CH:3]=1.[H-].[Na+].[Cl:11][C:12]1[CH:13]=[CH:14][C:15](F)=[C:16]([CH:21]=1)[C:17]([O:19][CH3:20])=[O:18], predict the reaction product. The product is: [Cl:11][C:12]1[CH:13]=[CH:14][C:15]([O:8][C:5]2[CH:6]=[CH:7][C:2]([F:1])=[CH:3][CH:4]=2)=[C:16]([CH:21]=1)[C:17]([O:19][CH3:20])=[O:18]. (4) Given the reactants Br[C:2]1[N:7]=[C:6]([C:8]#[N:9])[CH:5]=[CH:4][C:3]=1[O:10][CH3:11].[CH:12]1(P(C2CCCCC2)C2CCCCC2)[CH2:17]CCC[CH2:13]1.P([O-])([O-])([O-])=O.[K+].[K+].[K+], predict the reaction product. The product is: [C:12]([C:2]1[N:7]=[C:6]([C:8]#[N:9])[CH:5]=[CH:4][C:3]=1[O:10][CH3:11])([CH3:17])=[CH2:13].